The task is: Regression/Classification. Given a drug SMILES string, predict its absorption, distribution, metabolism, or excretion properties. Task type varies by dataset: regression for continuous measurements (e.g., permeability, clearance, half-life) or binary classification for categorical outcomes (e.g., BBB penetration, CYP inhibition). For this dataset (ppbr_az), we predict Y.. This data is from Plasma protein binding rate (PPBR) regression data from AstraZeneca. (1) The Y is 82.0 %. The drug is COc1ccc2ncc(=O)n(CCN3CC[C@@H](NCc4ccc5c(n4)NC(=O)CO5)[C@H](OC)C3)c2c1. (2) The molecule is Cc1cc(Oc2ncc(C(F)(F)F)cc2Cl)ccc1CC1SC(=O)NC1=O. The Y is 99.9 %. (3) The molecule is Cc1ccc(-c2cn(C)c(C)n2)cc1NC(=O)c1ccc(OCc2ccccn2)cc1. The Y is 94.4 %. (4) The drug is CNc1c(Br)cnc2[nH]c(-c3cnn(C4CCN(C)CC4)c3)nc12. The Y is 77.2 %. (5) The drug is Cc1cnc(C(=O)c2ncnc3[nH]ccc23)c(NS(=O)(=O)c2ccc(Cl)c(C(F)(F)F)c2)c1. The Y is 99.9 %. (6) The compound is O=C1Nc2ccccc2B(O)N1c1ccccc1. The Y is 82.0 %. (7) The molecule is O=C(O)CNC(=O)c1ncccc1O. The Y is 76.8 %.